Dataset: Forward reaction prediction with 1.9M reactions from USPTO patents (1976-2016). Task: Predict the product of the given reaction. (1) Given the reactants [Br:1][C:2]1[CH:7]=[CH:6][C:5]([CH2:8][CH2:9]OS(C)(=O)=O)=[CH:4][CH:3]=1.BrC1C=CC(CCO)=CC=1.CS(Cl)(=O)=O.[O-:30][S:31]([O-:33])=[O:32].[Na+:34].[Na+], predict the reaction product. The product is: [Na+:34].[Br:1][C:2]1[CH:3]=[CH:4][C:5]([CH2:8][CH2:9][S:31]([O-:33])(=[O:32])=[O:30])=[CH:6][CH:7]=1. (2) The product is: [CH3:1][O:2][C:3]1[CH:4]=[CH:5][C:6]([N:9]2[C:13]3[CH:14]=[C:15]([C:18]4[O:19][C:24]([SH:25])=[N:21][N:20]=4)[CH:16]=[CH:17][C:12]=3[N:11]=[CH:10]2)=[CH:7][CH:8]=1. Given the reactants [CH3:1][O:2][C:3]1[CH:8]=[CH:7][C:6]([N:9]2[C:13]3[CH:14]=[C:15]([C:18]([NH:20][NH2:21])=[O:19])[CH:16]=[CH:17][C:12]=3[N:11]=[CH:10]2)=[CH:5][CH:4]=1.[OH-].[K+].[C:24](=S)=[S:25], predict the reaction product. (3) The product is: [C:32]([N:29]1[CH2:28][CH2:27][CH:26]([C:23]2[CH:24]=[CH:25][C:20]([C:11]3[C:12]4[C:13](=[O:18])[NH:14][CH:15]=[CH:16][C:17]=4[N:9]([C:3]4[C:2]([F:1])=[CH:7][CH:6]=[CH:5][C:4]=4[F:8])[N:10]=3)=[CH:21][CH:22]=2)[CH2:31][CH2:30]1)(=[O:34])[CH3:33]. Given the reactants [F:1][C:2]1[CH:7]=[CH:6][CH:5]=[C:4]([F:8])[C:3]=1[N:9]1[C:17]2[CH:16]=[CH:15][N:14]=[C:13]([O:18]C)[C:12]=2[C:11]([C:20]2[CH:25]=[CH:24][C:23]([CH:26]3[CH2:31][CH2:30][N:29]([C:32](=[O:34])[CH3:33])[CH2:28][CH2:27]3)=[CH:22][CH:21]=2)=[N:10]1.[I-].[Na+].Cl[Si](C)(C)C.C(=O)([O-])O.[Na+], predict the reaction product. (4) Given the reactants [C:1]([Si:5]([CH3:35])([CH3:34])[O:6][CH2:7][CH2:8][O:9][C:10]1[S:11][C:12](/[CH:15]=[C:16](\[C:32]#[N:33])/[C:17]([N:19]([CH:29]2[CH2:31][CH2:30]2)[CH2:20][C:21]2[CH:26]=[CH:25][CH:24]=[C:23]([CH3:27])[C:22]=2[CH3:28])=[O:18])=[CH:13][N:14]=1)([CH3:4])([CH3:3])[CH3:2].C1COCC1.[BH4-].[Na+].[OH-].[Na+], predict the reaction product. The product is: [C:1]([Si:5]([CH3:35])([CH3:34])[O:6][CH2:7][CH2:8][O:9][C:10]1[S:11][C:12]([CH2:15][CH:16]([C:32]#[N:33])[C:17]([N:19]([CH:29]2[CH2:31][CH2:30]2)[CH2:20][C:21]2[CH:26]=[CH:25][CH:24]=[C:23]([CH3:27])[C:22]=2[CH3:28])=[O:18])=[CH:13][N:14]=1)([CH3:4])([CH3:3])[CH3:2]. (5) Given the reactants [CH3:1][O:2][C:3]1[CH:4]=[C:5]([Mg]Br)[CH:6]=[CH:7][CH:8]=1.[Cl:11][C:12]1[CH:20]=[C:19]2[C:15]([C:16](=[O:22])[C:17](=[O:21])[NH:18]2)=[CH:14][CH:13]=1, predict the reaction product. The product is: [Cl:11][C:12]1[CH:20]=[C:19]2[C:15]([C:16]([OH:22])([C:5]3[CH:6]=[CH:7][CH:8]=[C:3]([O:2][CH3:1])[CH:4]=3)[C:17](=[O:21])[NH:18]2)=[CH:14][CH:13]=1. (6) The product is: [CH3:1][C:2]1([CH3:11])[CH2:7][C:6]([CH3:9])([CH3:8])[CH2:5][C:4](=[N:14][NH:13][C:12]([O:16][C:17]([CH3:20])([CH3:19])[CH3:18])=[O:15])[CH2:3]1. Given the reactants [CH3:1][C:2]1([CH3:11])[CH2:7][C:6]([CH3:9])([CH3:8])[CH2:5][C:4](=O)[CH2:3]1.[C:12]([O:16][C:17]([CH3:20])([CH3:19])[CH3:18])(=[O:15])[NH:13][NH2:14].O, predict the reaction product. (7) The product is: [Cl:1][C:2]1[CH:11]=[C:10]2[C:5]([C:6]([OH:17])=[C:7]([C:12]([OH:14])=[O:13])[CH:8]=[N:9]2)=[CH:4][C:3]=1[I:18]. Given the reactants [Cl:1][C:2]1[CH:11]=[C:10]2[C:5]([C:6]([OH:17])=[C:7]([C:12]([O:14]CC)=[O:13])[CH:8]=[N:9]2)=[CH:4][C:3]=1[I:18], predict the reaction product. (8) Given the reactants [Cl:1][C:2]1[CH:7]=[C:6]([NH2:8])[CH:5]=[C:4]([Cl:9])[N:3]=1.CO[C:12]1O[C:14](OC)=[CH:15][CH:16]=1, predict the reaction product. The product is: [Cl:1][C:2]1[CH:7]=[C:6]([N:8]2[CH:12]=[CH:16][CH:15]=[CH:14]2)[CH:5]=[C:4]([Cl:9])[N:3]=1. (9) Given the reactants O=P(Cl)(Cl)Cl.CN([CH:9]=[O:10])C.[C:11]1(=[O:17])[CH2:16][CH2:15][CH2:14][CH2:13][CH2:12]1.O.[CH2:19]([Cl:21])Cl, predict the reaction product. The product is: [Cl:21][C:19]1[C:12](=[CH:11][OH:17])[CH2:13][CH2:14][CH2:15][C:16]=1[CH:9]=[O:10]. (10) Given the reactants CO[C:3]1[CH:8]=[CH:7][N:6]=[CH:5][C:4]=1[N+:9]([O-:11])=[O:10].[CH:12]1([NH2:15])[CH2:14][CH2:13]1, predict the reaction product. The product is: [CH:12]1([NH:15][C:3]2[CH:8]=[CH:7][N:6]=[CH:5][C:4]=2[N+:9]([O-:11])=[O:10])[CH2:14][CH2:13]1.